Dataset: Catalyst prediction with 721,799 reactions and 888 catalyst types from USPTO. Task: Predict which catalyst facilitates the given reaction. (1) Reactant: [OH:1][C:2]1[C:3]([CH3:12])=[C:4]([CH:9]=[CH:10][CH:11]=1)[C:5]([O:7][CH3:8])=[O:6].N1C=CN=C1.[CH3:18][C:19]([Si:22](Cl)([CH3:24])[CH3:23])([CH3:21])[CH3:20]. The catalyst class is: 3. Product: [CH3:8][O:7][C:5](=[O:6])[C:4]1[CH:9]=[CH:10][CH:11]=[C:2]([O:1][Si:22]([C:19]([CH3:21])([CH3:20])[CH3:18])([CH3:24])[CH3:23])[C:3]=1[CH3:12]. (2) Reactant: N[C:2]1[C:7]([Br:8])=[CH:6][C:5]([C:9](=[O:15])[CH2:10][CH2:11][C:12]([OH:14])=[O:13])=[CH:4][C:3]=1[Br:16].N([O-])=O.[Na+].[PH2](O)=O. Product: [Br:8][C:7]1[CH:6]=[C:5]([C:9](=[O:15])[CH2:10][CH2:11][C:12]([OH:14])=[O:13])[CH:4]=[C:3]([Br:16])[CH:2]=1. The catalyst class is: 445. (3) Reactant: Cl[C:2]1[C:11]2[C:6](=[C:7]([NH:12][C:13]([NH:15][CH2:16][C:17]3[CH:22]=[CH:21][C:20]([C:23]([F:26])([F:25])[F:24])=[CH:19][CH:18]=3)=[O:14])[CH:8]=[CH:9][CH:10]=2)[CH:5]=[CH:4][N:3]=1.[CH3:27][NH:28][CH3:29]. Product: [CH3:27][N:28]([CH3:29])[C:2]1[C:11]2[C:6](=[C:7]([NH:12][C:13]([NH:15][CH2:16][C:17]3[CH:22]=[CH:21][C:20]([C:23]([F:26])([F:25])[F:24])=[CH:19][CH:18]=3)=[O:14])[CH:8]=[CH:9][CH:10]=2)[CH:5]=[CH:4][N:3]=1. The catalyst class is: 8. (4) Reactant: C=C(O[C:5](=[O:27])[NH:6][C:7]1[CH:12]=[C:11]([C:13]2[C:14]([CH3:24])=[N:15][C:16]3[C:21]([CH:22]=2)=[CH:20][N:19]=[C:18]([Cl:23])[CH:17]=3)[C:10]([CH3:25])=[CH:9][C:8]=1[F:26])C.Cl.[F:29][C:30]([F:35])([F:34])[CH2:31][CH2:32][NH2:33].CN1CCCC1.O. Product: [Cl:23][C:18]1[CH:17]=[C:16]2[C:21]([CH:22]=[C:13]([C:11]3[C:10]([CH3:25])=[CH:9][C:8]([F:26])=[C:7]([NH:6][C:5]([NH:33][CH2:32][CH2:31][C:30]([F:35])([F:34])[F:29])=[O:27])[CH:12]=3)[C:14]([CH3:24])=[N:15]2)=[CH:20][N:19]=1. The catalyst class is: 1. (5) Product: [Cl:22][C:4]1[N:3]=[C:2]([CH3:1])[N:7]([CH2:8][C:9]2[S:10][C:11]([C:14]([F:17])([F:16])[F:15])=[CH:12][CH:13]=2)[C:6](=[O:18])[N:5]=1. The catalyst class is: 11. Reactant: [CH3:1][C:2]1[N:7]([CH2:8][C:9]2[S:10][C:11]([C:14]([F:17])([F:16])[F:15])=[CH:12][CH:13]=2)[C:6](=[O:18])[NH:5][C:4](=O)[N:3]=1.P(Cl)(Cl)([Cl:22])=O.C(N(CC)C(C)C)(C)C. (6) Reactant: CN(C)/[CH:3]=[CH:4]/[C:5]1[CH:14]=[CH:13][C:8]([C:9]([O:11][CH3:12])=[O:10])=[CH:7][C:6]=1[N+:15]([O-])=O.[H][H]. Product: [NH:15]1[C:6]2[C:5](=[CH:14][CH:13]=[C:8]([C:9]([O:11][CH3:12])=[O:10])[CH:7]=2)[CH:4]=[CH:3]1. The catalyst class is: 312. (7) Reactant: [Cl:1][C:2]1[CH:7]=[C:6]([O:8][CH3:9])[C:5]([O:10][CH2:11][C:12]2[C:17]([O:18][CH3:19])=[CH:16][CH:15]=[C:14]([F:20])[C:13]=2[F:21])=[CH:4][C:3]=1[N:22]1[C:30](=[O:31])[NH:29][C:28]2[C:23]1=[N:24][C:25]([CH2:34][OH:35])=[N:26][C:27]=2[O:32][CH3:33].CC([OH:39])C.O.C(OCC)(=O)C. Product: [C:34]([C:25]1[N:24]=[C:23]2[C:28]([NH:29][C:30](=[O:31])[N:22]2[C:3]2[CH:4]=[C:5]([O:10][CH2:11][C:12]3[C:17]([O:18][CH3:19])=[CH:16][CH:15]=[C:14]([F:20])[C:13]=3[F:21])[C:6]([O:8][CH3:9])=[CH:7][C:2]=2[Cl:1])=[C:27]([O:32][CH3:33])[N:26]=1)([OH:39])=[O:35]. The catalyst class is: 21. (8) Reactant: [Cl:1][C:2]1[C:3]([CH3:39])=[C:4]([C:17]2[CH:22]=[CH:21][CH:20]=[C:19]([CH2:23][O:24][C:25]3[CH:38]=[CH:37][C:28]4[C@H:29]([CH2:32][C:33]([O:35]C)=[O:34])[CH2:30][O:31][C:27]=4[CH:26]=3)[CH:18]=2)[C:5]([CH3:16])=[CH:6][C:7]=1[O:8][CH2:9][CH2:10][CH2:11][S:12]([CH3:15])(=[O:14])=[O:13].CO.[OH-].[Na+].Cl. Product: [Cl:1][C:2]1[C:3]([CH3:39])=[C:4]([C:17]2[CH:22]=[CH:21][CH:20]=[C:19]([CH2:23][O:24][C:25]3[CH:38]=[CH:37][C:28]4[C@H:29]([CH2:32][C:33]([OH:35])=[O:34])[CH2:30][O:31][C:27]=4[CH:26]=3)[CH:18]=2)[C:5]([CH3:16])=[CH:6][C:7]=1[O:8][CH2:9][CH2:10][CH2:11][S:12]([CH3:15])(=[O:13])=[O:14]. The catalyst class is: 132. (9) Reactant: [NH2:1][CH2:2][C:3]1[CH:4]=[C:5]2[C:10](=[CH:11][CH:12]=1)[N:9]=[C:8]([NH:13][C@H:14]1[C:22]3[C:17](=[CH:18][CH:19]=[CH:20][CH:21]=3)[CH2:16][CH2:15]1)[CH:7]=[CH:6]2.[F:23][C:24]1[CH:31]=[CH:30][C:27]([CH:28]=O)=[CH:26][CH:25]=1.C(O)(=O)C.C(O[BH-](OC(=O)C)OC(=O)C)(=O)C.[Na+]. Product: [F:23][C:24]1[CH:31]=[CH:30][C:27]([CH2:28][NH:1][CH2:2][C:3]2[CH:4]=[C:5]3[C:10](=[CH:11][CH:12]=2)[N:9]=[C:8]([NH:13][C@H:14]2[C:22]4[C:17](=[CH:18][CH:19]=[CH:20][CH:21]=4)[CH2:16][CH2:15]2)[CH:7]=[CH:6]3)=[CH:26][CH:25]=1. The catalyst class is: 26. (10) Product: [CH2:13]([O:20][CH2:21][CH2:22][C:23](=[O:25])[CH2:24][CH:37]1[CH:36]([S:33]([C:30]2[CH:29]=[CH:28][C:27]([Cl:26])=[CH:32][CH:31]=2)(=[O:35])=[O:34])[C:45]2[C:40](=[C:41]([F:47])[CH:42]=[CH:43][C:44]=2[F:46])[O:39][CH2:38]1)[C:14]1[CH:19]=[CH:18][CH:17]=[CH:16][CH:15]=1. The catalyst class is: 375. Reactant: C(NC(C)C)(C)C.C([Li])CCC.[CH2:13]([O:20][CH2:21][CH2:22][C:23](=[O:25])[CH3:24])[C:14]1[CH:19]=[CH:18][CH:17]=[CH:16][CH:15]=1.[Cl:26][C:27]1[CH:32]=[CH:31][C:30]([S:33]([C:36]2[C:45]3[C:40](=[C:41]([F:47])[CH:42]=[CH:43][C:44]=3[F:46])[O:39][CH2:38][CH:37]=2)(=[O:35])=[O:34])=[CH:29][CH:28]=1.